Dataset: Full USPTO retrosynthesis dataset with 1.9M reactions from patents (1976-2016). Task: Predict the reactants needed to synthesize the given product. (1) Given the product [CH3:12][C:10]1[N:11]=[C:7]([C:4]2[CH:3]=[N:2][NH:6][C:5]=2[NH2:14])[S:8][CH:9]=1, predict the reactants needed to synthesize it. The reactants are: C[N:2](C)/[CH:3]=[C:4](/[C:7]1[S:8][CH:9]=[C:10]([CH3:12])[N:11]=1)\[C:5]#[N:6].[NH4+:14].[OH-]. (2) Given the product [Cl:11][Si:12]([Cl:14])([Cl:13])[CH:1]([C:3]1[CH:8]=[CH:7][CH:6]=[CH:5][C:4]=1[CH:9]([Si:12]([Cl:14])([Cl:13])[Cl:11])[CH2:10][Si:12]([Cl:14])([Cl:13])[Cl:11])[CH2:2][Si:12]([Cl:14])([Cl:13])[Cl:11].[Cl:11][Si:12]([Cl:14])([Cl:13])[CH2:2][CH2:1][C:3]1[CH:8]=[CH:7][CH:6]=[CH:5][C:4]=1[CH2:9][CH2:10][Si:12]([Cl:14])([Cl:13])[Cl:11], predict the reactants needed to synthesize it. The reactants are: [CH:1]([C:3]1[CH:8]=[CH:7][CH:6]=[CH:5][C:4]=1[CH:9]=[CH2:10])=[CH2:2].[Cl:11][SiH:12]([Cl:14])[Cl:13]. (3) Given the product [CH3:17][C:13]1[CH:14]=[C:15]([NH2:16])[N:8]([C:6]2[CH:5]=[C:4]([S:10][CH3:11])[N:3]=[C:2]([CH3:1])[N:7]=2)[N:9]=1, predict the reactants needed to synthesize it. The reactants are: [CH3:1][C:2]1[N:7]=[C:6]([NH:8][NH2:9])[CH:5]=[C:4]([S:10][CH3:11])[N:3]=1.N/[C:13](/[CH3:17])=[CH:14]\[C:15]#[N:16]. (4) The reactants are: C(OC(=O)[NH:7][C@H:8]([C:16](=[O:35])[NH:17][CH:18]1[CH2:24][CH2:23][CH2:22][N:21]([S:25]([C:28]2[CH:33]=[CH:32][CH:31]=[CH:30][N:29]=2)(=[O:27])=[O:26])[CH2:20][CH:19]1[OH:34])[CH2:9][CH:10]1[CH2:15][CH2:14][CH2:13][CH2:12][CH2:11]1)(C)(C)C.Cl.C(=O)([O-])[O-]. Given the product [NH2:7][C@@H:8]([CH2:9][CH:10]1[CH2:15][CH2:14][CH2:13][CH2:12][CH2:11]1)[C:16]([NH:17][CH:18]1[CH2:24][CH2:23][CH2:22][N:21]([S:25]([C:28]2[CH:33]=[CH:32][CH:31]=[CH:30][N:29]=2)(=[O:26])=[O:27])[CH2:20][CH:19]1[OH:34])=[O:35], predict the reactants needed to synthesize it. (5) Given the product [C:1]([O:5][C:6](=[O:7])[NH:8][C:9]([C:18]1[O:22][C:21]([C:23]2[CH:31]=[C:30]([N:32]([CH3:37])[S:33]([CH3:36])(=[O:35])=[O:34])[CH:29]=[C:25]([C:26]([N:57]([O:60][CH3:38])[CH3:54])=[O:27])[CH:24]=2)=[N:20][N:19]=1)([CH3:17])[CH2:10][C:11]1[CH:16]=[CH:15][CH:14]=[CH:13][CH:12]=1)([CH3:3])([CH3:4])[CH3:2], predict the reactants needed to synthesize it. The reactants are: [C:1]([O:5][C:6]([NH:8][C:9]([C:18]1[O:22][C:21]([C:23]2[CH:24]=[C:25]([CH:29]=[C:30]([N:32]([CH3:37])[S:33]([CH3:36])(=[O:35])=[O:34])[CH:31]=2)[C:26](O)=[O:27])=[N:20][N:19]=1)([CH3:17])[CH2:10][C:11]1[CH:16]=[CH:15][CH:14]=[CH:13][CH:12]=1)=[O:7])([CH3:4])([CH3:3])[CH3:2].[CH:38](N(C(C)C)CC)(C)C.C(Cl)CCl.C1C=N[C:54]2[N:57]([OH:60])N=NC=2C=1. (6) Given the product [N:19]1([CH2:18][CH2:17][O:16][C:13]2[CH:14]=[CH:15][C:9]3[O:8][C:7]([CH:5]=[O:6])=[CH:11][C:10]=3[CH:12]=2)[CH2:24][CH2:23][O:22][CH2:21][CH2:20]1, predict the reactants needed to synthesize it. The reactants are: COCN[C:5]([C:7]1[O:8][C:9]2[CH:15]=[CH:14][C:13]([O:16][CH2:17][CH2:18][N:19]3[CH2:24][CH2:23][O:22][CH2:21][CH2:20]3)=[CH:12][C:10]=2[CH:11]=1)=[O:6].[H-].[H-].[H-].[H-].[Li+].[Al+3]. (7) The reactants are: [C:1]1([NH:7][C:8]2[CH:14]=[CH:13][C:11](N)=[CH:10][CH:9]=2)[CH:6]=[CH:5]C=CC=1.[Cl-].[In+3].[Cl-].[Cl-]. Given the product [NH:7]1[C:8]2[C:9](=[CH:10][CH:11]=[CH:13][CH:14]=2)[CH2:5][CH2:6][CH2:1]1, predict the reactants needed to synthesize it.